From a dataset of Forward reaction prediction with 1.9M reactions from USPTO patents (1976-2016). Predict the product of the given reaction. (1) The product is: [F:18][C:19]([F:24])([F:23])[CH2:20][CH2:21][NH:22][C:15]([C:4]1[C:3]2[C:7](=[CH:8][CH:9]=[CH:10][C:2]=2[Cl:1])[N:6]([CH:11]2[CH2:12][O:13][CH2:14]2)[CH:5]=1)=[O:17]. Given the reactants [Cl:1][C:2]1[CH:10]=[CH:9][CH:8]=[C:7]2[C:3]=1[C:4]([C:15]([OH:17])=O)=[CH:5][N:6]2[CH:11]1[CH2:14][O:13][CH2:12]1.[F:18][C:19]([F:24])([F:23])[CH2:20][CH2:21][NH2:22], predict the reaction product. (2) Given the reactants N1C2C=CC=C[C:4]=2N=N1.[CH3:10][C:11]1[C:16]([CH3:17])=[C:15]([CH:18]=O)[CH:14]=[CH:13][N:12]=1.[Cl:20][C:21]1[CH:26]=[CH:25][C:24]([N:27]2[CH2:32][CH2:31][NH:30][CH2:29][CH2:28]2)=[CH:23][C:22]=1[O:33][CH3:34], predict the reaction product. The product is: [Cl:20][C:21]1[CH:26]=[CH:25][C:24]([N:27]2[CH2:28][CH2:29][N:30]([CH:18]([C:15]3[CH:14]=[CH:13][N:12]=[C:11]([CH3:10])[C:16]=3[CH3:17])[CH3:4])[CH2:31][CH2:32]2)=[CH:23][C:22]=1[O:33][CH3:34]. (3) Given the reactants [F:1][C:2]1[CH:7]=[CH:6][C:5]([CH2:8][C:9]2[CH:18]=[C:17]3[C:12]([C:13]([OH:25])=[C:14]([C:20]([O:22]CC)=O)[C:15](=[O:19])[NH:16]3)=[N:11][CH:10]=2)=[CH:4][CH:3]=1.[CH:26]1([NH2:29])[CH2:28][CH2:27]1, predict the reaction product. The product is: [CH:26]1([NH:29][C:20]([C:14]2[C:15](=[O:19])[NH:16][C:17]3[C:12]([C:13]=2[OH:25])=[N:11][CH:10]=[C:9]([CH2:8][C:5]2[CH:4]=[CH:3][C:2]([F:1])=[CH:7][CH:6]=2)[CH:18]=3)=[O:22])[CH2:28][CH2:27]1. (4) Given the reactants [CH3:1][O:2][C:3]([C:5]1[CH2:6][N:7]([C:13](=[O:21])[C:14]2[CH:19]=[CH:18][C:17]([F:20])=[CH:16][CH:15]=2)[CH2:8][C:9]([CH3:12])([CH3:11])[CH:10]=1)=[O:4], predict the reaction product. The product is: [CH3:1][O:2][C:3]([CH:5]1[CH2:10][C:9]([CH3:12])([CH3:11])[CH2:8][N:7]([C:13](=[O:21])[C:14]2[CH:19]=[CH:18][C:17]([F:20])=[CH:16][CH:15]=2)[CH2:6]1)=[O:4]. (5) Given the reactants [CH:1]1([C:4]([N:6]2[CH2:10][CH2:9][C@@H:8]([CH2:11][C:12]([O:14]CC)=O)[CH2:7]2)=[O:5])[CH2:3][CH2:2]1.O.[NH2:18][NH2:19], predict the reaction product. The product is: [CH:1]1([C:4]([N:6]2[CH2:10][CH2:9][C@@H:8]([CH2:11][C:12]([NH:18][NH2:19])=[O:14])[CH2:7]2)=[O:5])[CH2:3][CH2:2]1.